Dataset: Forward reaction prediction with 1.9M reactions from USPTO patents (1976-2016). Task: Predict the product of the given reaction. Given the reactants [CH2:1]([O:3][C:4](=[O:20])[C:5](=O)[CH2:6][C:7](=[O:18])/[CH:8]=[CH:9]/[C:10]1[CH:15]=[CH:14][C:13]([Cl:16])=[CH:12][C:11]=1[F:17])[CH3:2].C([O-])(=O)C.[NH4+:25], predict the reaction product. The product is: [CH2:1]([O:3][C:4](=[O:20])/[C:5](/[NH2:25])=[CH:6]/[C:7](=[O:18])/[CH:8]=[CH:9]/[C:10]1[CH:15]=[CH:14][C:13]([Cl:16])=[CH:12][C:11]=1[F:17])[CH3:2].